This data is from NCI-60 drug combinations with 297,098 pairs across 59 cell lines. The task is: Regression. Given two drug SMILES strings and cell line genomic features, predict the synergy score measuring deviation from expected non-interaction effect. Drug 1: C1CCC(C1)C(CC#N)N2C=C(C=N2)C3=C4C=CNC4=NC=N3. Drug 2: C1=CC(=CC=C1C#N)C(C2=CC=C(C=C2)C#N)N3C=NC=N3. Cell line: TK-10. Synergy scores: CSS=5.18, Synergy_ZIP=0.473, Synergy_Bliss=1.81, Synergy_Loewe=0.339, Synergy_HSA=1.08.